Dataset: Forward reaction prediction with 1.9M reactions from USPTO patents (1976-2016). Task: Predict the product of the given reaction. (1) The product is: [NH:7]([C:8]1[CH:9]=[CH:10][C:11]([C:24]2[C:32]3[C:27](=[N:28][CH:29]=[N:30][C:31]=3[NH2:33])[N:26]([CH:34]3[CH2:35][CH2:36][CH:37]([N:40]4[CH2:41][CH2:42][N:43]([CH3:46])[CH2:44][CH2:45]4)[CH2:38][CH2:39]3)[N:25]=2)=[CH:12][CH:13]=1)[C:1]1[CH:2]=[CH:3][CH:4]=[CH:5][CH:6]=1. Given the reactants [C:1]1([NH:7][C:8]2[CH:13]=[CH:12][C:11](B3OC(C)(C)C(C)(C)O3)=[CH:10][CH:9]=2)[CH:6]=[CH:5][CH:4]=[CH:3][CH:2]=1.I[C:24]1[C:32]2[C:27](=[N:28][CH:29]=[N:30][C:31]=2[NH2:33])[N:26]([C@H:34]2[CH2:39][CH2:38][C@@H:37]([N:40]3[CH2:45][CH2:44][N:43]([CH3:46])[CH2:42][CH2:41]3)[CH2:36][CH2:35]2)[N:25]=1.C(=O)([O-])[O-].[Na+].[Na+], predict the reaction product. (2) Given the reactants [CH3:1][NH:2][S:3]([C:6]1[CH:11]=[CH:10][C:9]([S:12][CH3:13])=[C:8]([N+:14]([O-])=O)[CH:7]=1)(=[O:5])=[O:4], predict the reaction product. The product is: [NH2:14][C:8]1[CH:7]=[C:6]([S:3]([NH:2][CH3:1])(=[O:4])=[O:5])[CH:11]=[CH:10][C:9]=1[S:12][CH3:13]. (3) Given the reactants [Cl:1][C:2]1[CH:7]=[CH:6][C:5]([NH2:8])=[CH:4][C:3]=1[C:9]1[O:10][C:11]2[CH:17]=[CH:16][CH:15]=[C:14]([CH3:18])[C:12]=2[N:13]=1.[F:19][C:20]([F:31])([F:30])[C:21]1[CH:29]=[CH:28][CH:27]=[CH:26][C:22]=1[C:23](Cl)=[O:24], predict the reaction product. The product is: [Cl:1][C:2]1[CH:7]=[CH:6][C:5]([NH:8][C:23](=[O:24])[C:22]2[CH:26]=[CH:27][CH:28]=[CH:29][C:21]=2[C:20]([F:19])([F:30])[F:31])=[CH:4][C:3]=1[C:9]1[O:10][C:11]2[CH:17]=[CH:16][CH:15]=[C:14]([CH3:18])[C:12]=2[N:13]=1.